Dataset: Full USPTO retrosynthesis dataset with 1.9M reactions from patents (1976-2016). Task: Predict the reactants needed to synthesize the given product. (1) Given the product [CH3:8][C:7]1[CH2:6][CH2:5][C:4](=[O:9])[C:3]=1[CH2:2][O:1][CH:11]1[CH2:12][CH2:13][CH2:14][CH2:15][O:10]1, predict the reactants needed to synthesize it. The reactants are: [OH:1][CH2:2][C:3]1[C:4](=[O:9])[CH2:5][CH2:6][C:7]=1[CH3:8].[O:10]1[CH:15]=[CH:14][CH2:13][CH2:12][CH2:11]1.O.C1(C)C=CC(S(O)(=O)=O)=CC=1.C(=O)(O)[O-].[Na+]. (2) The reactants are: [CH2:1]([CH:5]1[CH2:11][CH:10]2[CH2:12][CH:7]([CH:8]=[CH:9]2)[C:6]1=[O:13])[CH2:2][CH2:3][CH3:4].[H][H]. Given the product [CH2:1]([CH:5]1[CH2:11][CH:10]2[CH2:12][CH:7]([CH2:8][CH2:9]2)[C:6]1=[O:13])[CH2:2][CH2:3][CH3:4], predict the reactants needed to synthesize it.